This data is from Full USPTO retrosynthesis dataset with 1.9M reactions from patents (1976-2016). The task is: Predict the reactants needed to synthesize the given product. (1) The reactants are: [CH:1]1([CH2:4][N:5]([CH2:30][CH2:31][CH3:32])[C:6]2[N:11]=[CH:10][N:9]=[C:8]([C:12]([NH:14][C:15]3[CH:16]=[C:17]4[C:21](=[CH:22][CH:23]=3)[NH:20][N:19]=[C:18]4[CH2:24][CH2:25][C:26]([O:28]C)=[O:27])=[O:13])[CH:7]=2)[CH2:3][CH2:2]1.[OH-].[Na+].Cl. Given the product [CH:1]1([CH2:4][N:5]([CH2:30][CH2:31][CH3:32])[C:6]2[N:11]=[CH:10][N:9]=[C:8]([C:12]([NH:14][C:15]3[CH:16]=[C:17]4[C:21](=[CH:22][CH:23]=3)[NH:20][N:19]=[C:18]4[CH2:24][CH2:25][C:26]([OH:28])=[O:27])=[O:13])[CH:7]=2)[CH2:3][CH2:2]1, predict the reactants needed to synthesize it. (2) The reactants are: [Cl:1][C:2]1[CH:24]=[CH:23][C:5]([O:6][C:7]2[CH:12]=[CH:11][C:10]([C:13](=[O:20])[CH2:14][N:15]3[CH:19]=[N:18][CH:17]=[N:16]3)=[C:9]([O:21][CH3:22])[CH:8]=2)=[CH:4][CH:3]=1.[BH4-].[Na+].[Cl-].[NH4+]. Given the product [Cl:1][C:2]1[CH:3]=[CH:4][C:5]([O:6][C:7]2[CH:12]=[CH:11][C:10]([CH:13]([OH:20])[CH2:14][N:15]3[CH:19]=[N:18][CH:17]=[N:16]3)=[C:9]([O:21][CH3:22])[CH:8]=2)=[CH:23][CH:24]=1, predict the reactants needed to synthesize it. (3) Given the product [C:35]([O:34][C:32](=[O:33])[CH2:31][N:21]1[CH2:20][CH2:19][C:18]2[C:23](=[CH:24][CH:25]=[CH:26][C:17]=2[C:14]2[N:13]=[C:12]([C:9]3[CH:10]=[C:11]4[C:6](=[CH:7][CH:8]=3)[N:5]([CH:27]([CH3:29])[CH3:28])[CH:4]=[C:3]4[Cl:2])[O:16][N:15]=2)[CH2:22]1)([CH3:38])([CH3:37])[CH3:36], predict the reactants needed to synthesize it. The reactants are: Cl.[Cl:2][C:3]1[C:11]2[C:6](=[CH:7][CH:8]=[C:9]([C:12]3[O:16][N:15]=[C:14]([C:17]4[CH:26]=[CH:25][CH:24]=[C:23]5[C:18]=4[CH2:19][CH2:20][NH:21][CH2:22]5)[N:13]=3)[CH:10]=2)[N:5]([CH:27]([CH3:29])[CH3:28])[CH:4]=1.Br[CH2:31][C:32]([O:34][C:35]([CH3:38])([CH3:37])[CH3:36])=[O:33]. (4) Given the product [OH:35][CH:20]([C:21]1[CH:26]=[CH:25][C:24]([O:27][CH3:28])=[C:23]([O:29][CH2:30][CH2:31][CH2:32][O:33][CH3:34])[CH:22]=1)[C@H:16]([CH:17]([CH3:19])[CH3:18])[CH2:15]/[CH:14]=[CH:13]/[CH2:12][C@@H:6]([CH:3]([CH3:5])[CH3:4])[C:7]([N:9]([CH3:11])[CH3:10])=[O:8], predict the reactants needed to synthesize it. The reactants are: [BH4-].[Na+].[CH:3]([C@H:6]([CH2:12]/[CH:13]=[CH:14]/[CH2:15][C@H:16]([C:20](=[O:35])[C:21]1[CH:26]=[CH:25][C:24]([O:27][CH3:28])=[C:23]([O:29][CH2:30][CH2:31][CH2:32][O:33][CH3:34])[CH:22]=1)[CH:17]([CH3:19])[CH3:18])[C:7]([N:9]([CH3:11])[CH3:10])=[O:8])([CH3:5])[CH3:4].[Cl-].[NH4+].C(OCC)(=O)C.